Dataset: Forward reaction prediction with 1.9M reactions from USPTO patents (1976-2016). Task: Predict the product of the given reaction. Given the reactants [F:1][C:2]1[CH:3]=[C:4]2[C:8](=[CH:9][CH:10]=1)[NH:7][C:6](=[O:11])[CH:5]2[CH2:12][CH2:13][CH2:14][CH2:15]OS(C)(=O)=O.[Cl:21][C:22]1[CH:23]=[C:24]([C:28]2[CH2:29][CH2:30][NH:31][CH2:32][CH:33]=2)[CH:25]=[CH:26][CH:27]=1, predict the reaction product. The product is: [ClH:21].[Cl:21][C:22]1[CH:23]=[C:24]([C:28]2[CH2:33][CH2:32][N:31]([CH2:15][CH2:14][CH2:13][CH2:12][CH:5]3[C:4]4[C:8](=[CH:9][CH:10]=[C:2]([F:1])[CH:3]=4)[NH:7][C:6]3=[O:11])[CH2:30][CH:29]=2)[CH:25]=[CH:26][CH:27]=1.